From a dataset of NCI-60 drug combinations with 297,098 pairs across 59 cell lines. Regression. Given two drug SMILES strings and cell line genomic features, predict the synergy score measuring deviation from expected non-interaction effect. (1) Drug 1: CC1=C(C(CCC1)(C)C)C=CC(=CC=CC(=CC(=O)O)C)C. Drug 2: CS(=O)(=O)CCNCC1=CC=C(O1)C2=CC3=C(C=C2)N=CN=C3NC4=CC(=C(C=C4)OCC5=CC(=CC=C5)F)Cl. Cell line: SR. Synergy scores: CSS=-8.33, Synergy_ZIP=2.58, Synergy_Bliss=4.05, Synergy_Loewe=-5.98, Synergy_HSA=-5.58. (2) Drug 1: CC1=C(C(CCC1)(C)C)C=CC(=CC=CC(=CC(=O)O)C)C. Drug 2: CCN(CC)CCCC(C)NC1=C2C=C(C=CC2=NC3=C1C=CC(=C3)Cl)OC. Cell line: HOP-62. Synergy scores: CSS=13.0, Synergy_ZIP=-6.10, Synergy_Bliss=-8.82, Synergy_Loewe=-6.49, Synergy_HSA=-7.72. (3) Drug 1: C1CCN(CC1)CCOC2=CC=C(C=C2)C(=O)C3=C(SC4=C3C=CC(=C4)O)C5=CC=C(C=C5)O. Drug 2: C1=NC2=C(N1)C(=S)N=CN2. Cell line: SK-MEL-5. Synergy scores: CSS=1.59, Synergy_ZIP=3.21, Synergy_Bliss=8.55, Synergy_Loewe=-6.69, Synergy_HSA=-0.923. (4) Drug 1: C(CCl)NC(=O)N(CCCl)N=O. Drug 2: CC12CCC3C(C1CCC2OP(=O)(O)O)CCC4=C3C=CC(=C4)OC(=O)N(CCCl)CCCl.[Na+]. Cell line: UACC62. Synergy scores: CSS=8.55, Synergy_ZIP=-5.96, Synergy_Bliss=-1.79, Synergy_Loewe=-4.73, Synergy_HSA=-2.45. (5) Drug 1: CCC1=CC2CC(C3=C(CN(C2)C1)C4=CC=CC=C4N3)(C5=C(C=C6C(=C5)C78CCN9C7C(C=CC9)(C(C(C8N6C)(C(=O)OC)O)OC(=O)C)CC)OC)C(=O)OC.C(C(C(=O)O)O)(C(=O)O)O. Drug 2: CC(C)CN1C=NC2=C1C3=CC=CC=C3N=C2N. Cell line: HOP-92. Synergy scores: CSS=34.0, Synergy_ZIP=-8.80, Synergy_Bliss=-0.325, Synergy_Loewe=-9.24, Synergy_HSA=0.593. (6) Drug 1: C1=CC=C(C(=C1)C(C2=CC=C(C=C2)Cl)C(Cl)Cl)Cl. Drug 2: CS(=O)(=O)OCCCCOS(=O)(=O)C. Cell line: NCI/ADR-RES. Synergy scores: CSS=-0.311, Synergy_ZIP=1.34, Synergy_Bliss=3.56, Synergy_Loewe=1.51, Synergy_HSA=-0.471. (7) Drug 1: CCN(CC)CCNC(=O)C1=C(NC(=C1C)C=C2C3=C(C=CC(=C3)F)NC2=O)C. Drug 2: CC1C(C(CC(O1)OC2CC(OC(C2O)C)OC3=CC4=CC5=C(C(=O)C(C(C5)C(C(=O)C(C(C)O)O)OC)OC6CC(C(C(O6)C)O)OC7CC(C(C(O7)C)O)OC8CC(C(C(O8)C)O)(C)O)C(=C4C(=C3C)O)O)O)O. Cell line: COLO 205. Synergy scores: CSS=41.9, Synergy_ZIP=1.97, Synergy_Bliss=1.02, Synergy_Loewe=-16.9, Synergy_HSA=-0.702. (8) Drug 1: CC(C1=C(C=CC(=C1Cl)F)Cl)OC2=C(N=CC(=C2)C3=CN(N=C3)C4CCNCC4)N. Drug 2: CN1C2=C(C=C(C=C2)N(CCCl)CCCl)N=C1CCCC(=O)O.Cl. Cell line: DU-145. Synergy scores: CSS=-0.918, Synergy_ZIP=1.22, Synergy_Bliss=2.11, Synergy_Loewe=-6.89, Synergy_HSA=-1.62. (9) Drug 1: CC=C1C(=O)NC(C(=O)OC2CC(=O)NC(C(=O)NC(CSSCCC=C2)C(=O)N1)C(C)C)C(C)C. Drug 2: C1CN(P(=O)(OC1)NCCCl)CCCl. Cell line: MCF7. Synergy scores: CSS=20.1, Synergy_ZIP=-0.598, Synergy_Bliss=-2.12, Synergy_Loewe=-38.3, Synergy_HSA=-2.12.